Dataset: Reaction yield outcomes from USPTO patents with 853,638 reactions. Task: Predict the reaction yield, written as a fraction of the theoretical maximum amount of product (1.0 means a 100% yield; for example, 0.34 means a 34% yield). The reactants are [CH:1]([C:4]1[CH:11]=[CH:10][C:9]([CH:12]([CH3:14])[CH3:13])=[CH:8][C:5]=1[CH:6]=[O:7])([CH3:3])[CH3:2].CCO.[BH4-].[Na+].CCCCCCC. The catalyst is CCOC(C)=O. The product is [CH:1]([C:4]1[CH:11]=[CH:10][C:9]([CH:12]([CH3:14])[CH3:13])=[CH:8][C:5]=1[CH2:6][OH:7])([CH3:3])[CH3:2]. The yield is 0.650.